Dataset: Catalyst prediction with 721,799 reactions and 888 catalyst types from USPTO. Task: Predict which catalyst facilitates the given reaction. Reactant: [NH2:1][C:2]1[CH:7]=[CH:6][C:5]([Br:8])=[CH:4][C:3]=1[NH:9][C:10]1[N:15]=[C:14]([NH2:16])[N:13]=[CH:12][N:11]=1.[CH3:17][O:18][CH2:19][C:20](O)=O.Cl.CN(C)CCCN=C=NCC.ON1C2N=CC=CC=2N=N1.C(N(CC)CC)C. Product: [Br:8][C:5]1[CH:6]=[CH:7][C:2]2[N:1]=[C:20]([CH2:19][O:18][CH3:17])[N:9]([C:10]3[N:11]=[CH:12][N:13]=[C:14]([NH2:16])[N:15]=3)[C:3]=2[CH:4]=1. The catalyst class is: 3.